This data is from Peptide-MHC class II binding affinity with 134,281 pairs from IEDB. The task is: Regression. Given a peptide amino acid sequence and an MHC pseudo amino acid sequence, predict their binding affinity value. This is MHC class II binding data. (1) The peptide sequence is YFVLTSHTVMPLSAP. The MHC is DRB1_0101 with pseudo-sequence DRB1_0101. The binding affinity (normalized) is 0.605. (2) The peptide sequence is ALTLKGTSYKICTDK. The MHC is DRB1_1302 with pseudo-sequence DRB1_1302. The binding affinity (normalized) is 0.0977.